From a dataset of Forward reaction prediction with 1.9M reactions from USPTO patents (1976-2016). Predict the product of the given reaction. (1) The product is: [Br:1][C:2]1[CH:3]=[C:4]([CH2:10][N:11]([C:12]2[CH:13]=[CH:14][C:15]([O:18][C:19]3[CH:24]=[CH:23][C:22]([CH3:25])=[CH:21][CH:20]=3)=[CH:16][CH:17]=2)[S:27]([CH3:26])(=[O:29])=[O:28])[C:5]([O:8][CH3:9])=[N:6][CH:7]=1. Given the reactants [Br:1][C:2]1[CH:3]=[C:4]([CH2:10][NH:11][C:12]2[CH:17]=[CH:16][C:15]([O:18][C:19]3[CH:24]=[CH:23][C:22]([CH3:25])=[CH:21][CH:20]=3)=[CH:14][CH:13]=2)[C:5]([O:8][CH3:9])=[N:6][CH:7]=1.[CH3:26][S:27](Cl)(=[O:29])=[O:28], predict the reaction product. (2) Given the reactants [CH3:1][O:2][C:3]1[CH:12]=[C:11]2[C:6]([CH:7]=[C:8]([S:17](Cl)(=[O:19])=[O:18])[CH:9]=[C:10]2[S:13](Cl)(=[O:15])=[O:14])=[CH:5][CH:4]=1.[Cl:21][C:22]1[C:23]([CH3:29])=[C:24]([CH:26]=[CH:27][CH:28]=1)[NH2:25], predict the reaction product. The product is: [Cl:21][C:22]1[C:23]([CH3:29])=[C:24]([NH:25][S:13]([C:10]2[C:11]3[C:6](=[CH:5][CH:4]=[C:3]([O:2][CH3:1])[CH:12]=3)[CH:7]=[C:8]([S:17]([NH:25][C:24]3[CH:26]=[CH:27][CH:28]=[C:22]([Cl:21])[C:23]=3[CH3:29])(=[O:19])=[O:18])[CH:9]=2)(=[O:15])=[O:14])[CH:26]=[CH:27][CH:28]=1. (3) Given the reactants [Cl:1][C:2]1[CH:7]=[CH:6][C:5]([C:8]2[C:9]([CH:14]=O)=[CH:10][CH:11]=[CH:12][CH:13]=2)=[CH:4][CH:3]=1.[N:16]1([C:22]([O:24][C:25]([CH3:28])([CH3:27])[CH3:26])=[O:23])[CH2:21][CH2:20][NH:19][CH2:18][CH2:17]1.C(O[BH-](OC(=O)C)OC(=O)C)(=O)C.[Na+], predict the reaction product. The product is: [Cl:1][C:2]1[CH:3]=[CH:4][C:5]([C:8]2[CH:13]=[CH:12][CH:11]=[CH:10][C:9]=2[CH2:14][N:19]2[CH2:18][CH2:17][N:16]([C:22]([O:24][C:25]([CH3:28])([CH3:27])[CH3:26])=[O:23])[CH2:21][CH2:20]2)=[CH:6][CH:7]=1. (4) Given the reactants [NH2:1][C:2]1[S:3][C:4]2[C:9](=[O:10])[NH:8][C:7](=[S:11])[NH:6][C:5]=2[N:12]=1.[F:13][C:14]1[C:21]([F:22])=[CH:20][CH:19]=[CH:18][C:15]=1[CH2:16]Br, predict the reaction product. The product is: [NH2:1][C:2]1[S:3][C:4]2[C:9](=[O:10])[N:8]=[C:7]([S:11][CH2:16][C:15]3[CH:18]=[CH:19][CH:20]=[C:21]([F:22])[C:14]=3[F:13])[NH:6][C:5]=2[N:12]=1. (5) Given the reactants [CH3:1][C:2]1[C:15]([N+:16]([O-])=O)=[CH:14][CH:13]=[CH:12][C:3]=1[CH2:4][N:5]1[CH2:10][CH2:9][N:8]([CH3:11])[CH2:7][CH2:6]1.CCO, predict the reaction product. The product is: [CH3:1][C:2]1[C:3]([CH2:4][N:5]2[CH2:6][CH2:7][N:8]([CH3:11])[CH2:9][CH2:10]2)=[CH:12][CH:13]=[CH:14][C:15]=1[NH2:16]. (6) Given the reactants Br[C:2]1[C:3]([O:17][CH2:18][CH2:19][CH3:20])=[C:4]2[C:9](=[CH:10][CH:11]=1)[N:8]([C:12]([O:14][CH3:15])=[O:13])[C@@H:7]([CH3:16])[CH2:6][CH2:5]2.CC1(C)C(C)(C)OB([C:29]2[CH:30]=[N:31][N:32]([CH:34]3[CH2:39][CH2:38][N:37]([C:40]([O:42][C:43]([CH3:46])([CH3:45])[CH3:44])=[O:41])[CH2:36][CH2:35]3)[CH:33]=2)O1.C(=O)([O-])[O-].[Cs+].[Cs+], predict the reaction product. The product is: [C:43]([O:42][C:40]([N:37]1[CH2:36][CH2:35][CH:34]([N:32]2[CH:33]=[C:29]([C:2]3[C:3]([O:17][CH2:18][CH2:19][CH3:20])=[C:4]4[C:9](=[CH:10][CH:11]=3)[N:8]([C:12]([O:14][CH3:15])=[O:13])[C@@H:7]([CH3:16])[CH2:6][CH2:5]4)[CH:30]=[N:31]2)[CH2:39][CH2:38]1)=[O:41])([CH3:46])([CH3:44])[CH3:45]. (7) Given the reactants [F:1][C:2]1([F:23])[CH2:7][CH2:6][CH:5]([NH:8][C:9]([NH:11][C:12]([NH:14][CH:15]2[CH2:20][CH2:19][C:18]([F:22])([F:21])[CH2:17][CH2:16]2)=[NH:13])=[NH:10])[CH2:4][CH2:3]1.[C:24]1([C:30]2[N:34]=[C:33]([C:35](OCC)=O)[S:32][N:31]=2)[CH:29]=[CH:28][CH:27]=[CH:26][CH:25]=1.C[O-].[Na+].O, predict the reaction product. The product is: [F:1][C:2]1([F:23])[CH2:7][CH2:6][CH:5]([NH:8][C:9]2[N:11]=[C:12]([NH:14][CH:15]3[CH2:20][CH2:19][C:18]([F:21])([F:22])[CH2:17][CH2:16]3)[N:13]=[C:35]([C:33]3[S:32][N:31]=[C:30]([C:24]4[CH:25]=[CH:26][CH:27]=[CH:28][CH:29]=4)[N:34]=3)[N:10]=2)[CH2:4][CH2:3]1.